Dataset: Forward reaction prediction with 1.9M reactions from USPTO patents (1976-2016). Task: Predict the product of the given reaction. Given the reactants Br[C:2]1[CH:7]=[C:6]([S:8]([CH3:11])(=[O:10])=[O:9])[CH:5]=[CH:4][C:3]=1[O:12][CH3:13].C([Li])(C)(C)C.[B:19](OC(C)C)([O:24]C(C)C)[O:20]C(C)C, predict the reaction product. The product is: [CH3:13][O:12][C:3]1[CH:4]=[CH:5][C:6]([S:8]([CH3:11])(=[O:10])=[O:9])=[CH:7][C:2]=1[B:19]([OH:24])[OH:20].